Dataset: Full USPTO retrosynthesis dataset with 1.9M reactions from patents (1976-2016). Task: Predict the reactants needed to synthesize the given product. (1) Given the product [CH3:31][NH:30][CH2:29][C:28]([NH:27][CH2:26][CH2:25][NH:24][C:1](=[O:23])[CH2:2][CH2:3]/[CH:4]=[CH:5]\[CH2:6]/[CH:7]=[CH:8]\[CH2:9]/[CH:10]=[CH:11]\[CH2:12]/[CH:13]=[CH:14]\[CH2:15]/[CH:16]=[CH:17]\[CH2:18]/[CH:19]=[CH:20]\[CH2:21][CH3:22])=[O:39], predict the reactants needed to synthesize it. The reactants are: [C:1]([NH:24][CH2:25][CH2:26][NH:27][C:28](=[O:39])[CH2:29][N:30](C)[C:31](=O)OC(C)(C)C)(=[O:23])[CH2:2][CH2:3]/[CH:4]=[CH:5]\[CH2:6]/[CH:7]=[CH:8]\[CH2:9]/[CH:10]=[CH:11]\[CH2:12]/[CH:13]=[CH:14]\[CH2:15]/[CH:16]=[CH:17]\[CH2:18]/[CH:19]=[CH:20]\[CH2:21][CH3:22].Cl.C([O-])([O-])=O.[Na+].[Na+]. (2) The reactants are: [Br-].[CH2:2]([P+](C1C=CC=CC=1)(C1C=CC=CC=1)C1C=CC=CC=1)[CH2:3][CH:4]([CH3:6])[CH3:5].[Li]CCCC.[C:31]([N:38]1[C@@H:43]([CH:44]=O)[CH2:42][CH2:41][CH2:40][C@@H:39]1[CH3:46])([O:33][C:34]([CH3:37])([CH3:36])[CH3:35])=[O:32].CCOC(C)=O.CCCCCC. Given the product [C:31]([N:38]1[C@@H:39]([CH3:46])[CH2:40][CH2:41][CH2:42][C@@H:43]1[CH:44]=[CH:2][CH2:3][CH:4]([CH3:6])[CH3:5])([O:33][C:34]([CH3:37])([CH3:36])[CH3:35])=[O:32], predict the reactants needed to synthesize it. (3) Given the product [C:1]([C:5]1[N:10]=[C:9]([N:11]2[CH2:16][CH2:15][N:14]([CH2:17][CH2:18][CH2:19][CH2:20][NH:21][C:31]([N:33]3[CH2:34][CH2:35][CH:44]([N:38]4[CH2:43][CH2:42][CH2:41][CH2:40][CH2:39]4)[CH2:45][CH2:37]3)=[O:32])[CH2:13][CH2:12]2)[CH:8]=[C:7]([C:22]([F:24])([F:25])[F:23])[N:6]=1)([CH3:4])([CH3:2])[CH3:3], predict the reactants needed to synthesize it. The reactants are: [C:1]([C:5]1[N:10]=[C:9]([N:11]2[CH2:16][CH2:15][N:14]([CH2:17][CH2:18][CH2:19][CH2:20][NH2:21])[CH2:13][CH2:12]2)[CH:8]=[C:7]([C:22]([F:25])([F:24])[F:23])[N:6]=1)([CH3:4])([CH3:3])[CH3:2].C1N=CN([C:31]([N:33]2[CH:37]=N[CH:35]=[CH:34]2)=[O:32])C=1.[N:38]1([CH:44]2CCNC[CH2:45]2)[CH2:43][CH2:42][CH2:41][CH2:40][CH2:39]1. (4) Given the product [CH2:1]([O:8][C:9]([N:11]1[CH2:17][CH2:16][C:15](=[O:18])[N:14]([CH:19]([CH2:30][OH:31])[CH2:20][CH2:21][O:22][Si:23]([C:26]([CH3:27])([CH3:29])[CH3:28])([CH3:25])[CH3:24])[CH2:13][CH2:12]1)=[O:10])[C:2]1[CH:3]=[CH:4][CH:5]=[CH:6][CH:7]=1, predict the reactants needed to synthesize it. The reactants are: [CH2:1]([O:8][C:9]([N:11]1[CH2:17][CH2:16][C:15](=[O:18])[N:14]([CH:19]([C:30](OC)=[O:31])[CH2:20][CH2:21][O:22][Si:23]([C:26]([CH3:29])([CH3:28])[CH3:27])([CH3:25])[CH3:24])[CH2:13][CH2:12]1)=[O:10])[C:2]1[CH:7]=[CH:6][CH:5]=[CH:4][CH:3]=1.[BH4-].[Li+].S([O-])(O)(=O)=O.[K+]. (5) Given the product [CH:1]12[CH2:6][CH:5]1[CH2:4][N:3]([C:7]1[CH:12]=[CH:11][C:10]([NH2:13])=[CH:9][N:8]=1)[CH2:2]2, predict the reactants needed to synthesize it. The reactants are: [CH:1]12[CH2:6][CH:5]1[CH2:4][N:3]([C:7]1[CH:12]=[CH:11][C:10]([N+:13]([O-])=O)=[CH:9][N:8]=1)[CH2:2]2. (6) Given the product [F:12][C:3]1[CH:4]=[C:5]([S:8]([CH3:11])(=[O:10])=[O:9])[CH:6]=[CH:7][C:2]=1[B:16]1[O:17][C:18]([CH3:20])([CH3:19])[C:14]([CH3:30])([CH3:13])[O:15]1, predict the reactants needed to synthesize it. The reactants are: Br[C:2]1[CH:7]=[CH:6][C:5]([S:8]([CH3:11])(=[O:10])=[O:9])=[CH:4][C:3]=1[F:12].[CH3:13][C:14]1([CH3:30])[C:18]([CH3:20])([CH3:19])[O:17][B:16]([B:16]2[O:17][C:18]([CH3:20])([CH3:19])[C:14]([CH3:30])([CH3:13])[O:15]2)[O:15]1.C([O-])(=O)C.[K+].C(Cl)Cl.